Task: Predict the product of the given reaction.. Dataset: Forward reaction prediction with 1.9M reactions from USPTO patents (1976-2016) (1) Given the reactants [Cl:1][C:2]1[CH:7]=[CH:6][C:5]([CH:8]2[CH2:10][CH:9]2[NH:11]C(=O)OC(C)(C)C)=[CH:4][CH:3]=1.Cl.O1CCOCC1, predict the reaction product. The product is: [ClH:1].[Cl:1][C:2]1[CH:3]=[CH:4][C:5]([CH:8]2[CH2:10][CH:9]2[NH2:11])=[CH:6][CH:7]=1. (2) Given the reactants [Cl:1][C:2]1[CH:3]=[N:4][CH:5]=[C:6]([Cl:27])[C:7]=1[NH:8][C:9]([C:11]1[C:19]2[C:18]3[CH:20]=[C:21]([NH2:24])[CH:22]=[CH:23][C:17]=3[O:16][C:15]=2[C:14]([O:25][CH3:26])=[CH:13][CH:12]=1)=[O:10].[C:28]([O:32][CH2:33][CH3:34])(=[O:31])[CH:29]=O.C1(C)C=CC=CC=1, predict the reaction product. The product is: [Cl:1][C:2]1[CH:3]=[N:4][CH:5]=[C:6]([Cl:27])[C:7]=1[NH:8][C:9]([C:11]1[C:19]2[C:18]3[CH:20]=[C:21]([NH:24][CH2:29][C:28]([O:32][CH2:33][CH3:34])=[O:31])[CH:22]=[CH:23][C:17]=3[O:16][C:15]=2[C:14]([O:25][CH3:26])=[CH:13][CH:12]=1)=[O:10]. (3) Given the reactants [C:1]([C:5]1[CH:9]=[C:8]([NH2:10])[N:7]([C:11]2[CH:16]=[CH:15][C:14]([CH2:17][OH:18])=[C:13]([Cl:19])[CH:12]=2)[N:6]=1)([CH3:4])([CH3:3])[CH3:2].N1C=CN=C1.Cl[Si:26]([CH:33]([CH3:35])[CH3:34])([CH:30]([CH3:32])[CH3:31])[CH:27]([CH3:29])[CH3:28], predict the reaction product. The product is: [C:1]([C:5]1[CH:9]=[C:8]([NH2:10])[N:7]([C:11]2[CH:16]=[CH:15][C:14]([CH2:17][O:18][Si:26]([CH:33]([CH3:35])[CH3:34])([CH:30]([CH3:32])[CH3:31])[CH:27]([CH3:29])[CH3:28])=[C:13]([Cl:19])[CH:12]=2)[N:6]=1)([CH3:4])([CH3:2])[CH3:3]. (4) Given the reactants [CH:1]1[C:10]2[C:5](=[CH:6][CH:7]=[CH:8][CH:9]=2)[CH:4]=[CH:3][C:2]=1[C:11]1[C:12]2[N:13]([CH:25]=[N:26][N:27]=2)[C:14](SC)=[N:15][C:16]=1[C:17]1[CH:22]=[CH:21][N:20]=[CH:19][CH:18]=1.[C:28]1([CH2:34][C@H:35]([NH2:38])[CH2:36][NH2:37])[CH:33]=[CH:32][CH:31]=[CH:30][CH:29]=1.O, predict the reaction product. The product is: [NH2:38][C@@H:35]([CH2:34][C:28]1[CH:33]=[CH:32][CH:31]=[CH:30][CH:29]=1)[CH2:36][NH:37][C:14]1[N:13]2[CH:25]=[N:26][N:27]=[C:12]2[C:11]([C:2]2[CH:3]=[CH:4][C:5]3[C:10](=[CH:9][CH:8]=[CH:7][CH:6]=3)[CH:1]=2)=[C:16]([C:17]2[CH:22]=[CH:21][N:20]=[CH:19][CH:18]=2)[N:15]=1. (5) Given the reactants [F:1][C:2]1[CH:7]=[CH:6][C:5]([NH:8][C:9]2[C:14]([C:15]([N:17]3[CH2:22][CH2:21][CH:20]([C:23]4[CH:28]=[CH:27][C:26]([F:29])=[CH:25][CH:24]=4)[CH2:19][CH2:18]3)=[O:16])=[CH:13][N:12]=[C:11]([S:30]([OH:33])(=[O:32])=O)[CH:10]=2)=[C:4]([CH3:34])[CH:3]=1.[CH3:35][C:36]1[CH:40]=[C:39]([NH2:41])[O:38][N:37]=1, predict the reaction product. The product is: [F:1][C:2]1[CH:7]=[CH:6][C:5]([NH:8][C:9]2[C:14]([C:15]([N:17]3[CH2:22][CH2:21][CH:20]([C:23]4[CH:24]=[CH:25][C:26]([F:29])=[CH:27][CH:28]=4)[CH2:19][CH2:18]3)=[O:16])=[CH:13][N:12]=[C:11]([S:30]([NH:41][C:39]3[O:38][N:37]=[C:36]([CH3:35])[CH:40]=3)(=[O:33])=[O:32])[CH:10]=2)=[C:4]([CH3:34])[CH:3]=1.